This data is from Reaction yield outcomes from USPTO patents with 853,638 reactions. The task is: Predict the reaction yield, written as a fraction of the theoretical maximum amount of product (1.0 means a 100% yield; for example, 0.34 means a 34% yield). (1) The reactants are [CH3:1][Mg+].[Br-].[F:4][CH:5]([F:28])[O:6][C:7]1[CH:12]=[CH:11][CH:10]=[CH:9][C:8]=1[N:13]1[CH:18]=[C:17]([O:19][CH3:20])[C:16](=[O:21])[C:15]([C:22](N(OC)C)=[O:23])=[N:14]1. The catalyst is C1COCC1. The product is [C:22]([C:15]1[C:16](=[O:21])[C:17]([O:19][CH3:20])=[CH:18][N:13]([C:8]2[CH:9]=[CH:10][CH:11]=[CH:12][C:7]=2[O:6][CH:5]([F:4])[F:28])[N:14]=1)(=[O:23])[CH3:1]. The yield is 0.800. (2) The reactants are [CH2:1]([S:3]([C:5]1[CH:12]=[C:11]([N:13]2[CH2:18][CH2:17][O:16][CH2:15][CH2:14]2)[CH:10]=[C:9]([CH3:19])[C:6]=1[C:7]#[N:8])=[O:4])[CH3:2].[OH-:20].[Na+]. The catalyst is C(O)C.O. The product is [CH2:1]([S:3]([C:5]1[CH:12]=[C:11]([N:13]2[CH2:14][CH2:15][O:16][CH2:17][CH2:18]2)[CH:10]=[C:9]([CH3:19])[C:6]=1[C:7]([NH2:8])=[O:20])=[O:4])[CH3:2]. The yield is 0.360. (3) The reactants are CCN(CC)CC.[CH2:8]([C:10]1[CH:11]=[CH:12][C:13]([NH:17][C:18](=[O:23])[C:19]([CH3:22])([CH3:21])[CH3:20])=[N+:14]([O-:16])[CH:15]=1)[CH3:9].O=P(Cl)(Cl)[Cl:26]. No catalyst specified. The product is [Cl:26][C:15]1[N:14]=[C:13]([NH:17][C:18](=[O:23])[C:19]([CH3:22])([CH3:21])[CH3:20])[CH:12]=[CH:11][C:10]=1[CH2:8][CH3:9].[CH2:8]([C:10]1[CH:11]=[CH:12][C:13]([NH:17][C:18](=[O:23])[C:19]([CH3:22])([CH3:21])[CH3:20])=[N+:14]([O-:16])[CH:15]=1)[CH3:9]. The yield is 0.0500. (4) The reactants are [C:1]([C:3]1[N:8]=[C:7]([CH2:9][CH2:10][P:11](=[O:18])([O:15][CH2:16][CH3:17])[O:12][CH2:13][CH3:14])[CH:6]=[CH:5][CH:4]=1)#[N:2].[C:19](OC)(=[O:27])[C:20]1[C:21](=[CH:23][CH:24]=[CH:25][CH:26]=1)[SH:22].C(N(CC)CC)C. The catalyst is C1(C)C=CC=CC=1. The product is [O:27]=[C:19]1[C:20]2[CH:26]=[CH:25][CH:24]=[CH:23][C:21]=2[S:22][C:1]([C:3]2[N:8]=[C:7]([CH2:9][CH2:10][P:11](=[O:18])([O:12][CH2:13][CH3:14])[O:15][CH2:16][CH3:17])[CH:6]=[CH:5][CH:4]=2)=[N:2]1. The yield is 0.500.